From a dataset of Forward reaction prediction with 1.9M reactions from USPTO patents (1976-2016). Predict the product of the given reaction. Given the reactants FC(F)(F)C(O)=O.[Cl:8][C:9]1[N:14]=[CH:13][C:12]([NH:15]C(=O)OC(C)(C)C)=[C:11]([I:23])[CH:10]=1, predict the reaction product. The product is: [Cl:8][C:9]1[N:14]=[CH:13][C:12]([NH2:15])=[C:11]([I:23])[CH:10]=1.